Dataset: Experimentally validated miRNA-target interactions with 360,000+ pairs, plus equal number of negative samples. Task: Binary Classification. Given a miRNA mature sequence and a target amino acid sequence, predict their likelihood of interaction. The miRNA is mmu-miR-466i-5p with sequence UGUGUGUGUGUGUGUGUGUG. The protein sequence of the target gene is METWRKGSFRNASFFKRITLGRPRRLHRQGSILSQASTAGGDHEEYSNREVIRELQGRPDGRRLPLWGDEHPRATLLAPPKPPRLYRESSSCPNILEPPASYTAGYSATLPSAISLTGPLHQCSEEALSDTPHFPRTPTPDLSDPFLSFKVDLGLSLLEEVLQILKEQFPSEPHF. Result: 1 (interaction).